Task: Predict the reactants needed to synthesize the given product.. Dataset: Full USPTO retrosynthesis dataset with 1.9M reactions from patents (1976-2016) (1) Given the product [F:1][C@H:2]1[CH2:19][C@@:17]2([CH3:18])[C@@H:13]([CH2:14][CH2:15][C:16]2=[O:20])[C@H:12]2[C@H:3]1[C:4]1[CH:5]=[CH:6][C:7]([OH:27])=[CH:8][C:9]=1[CH2:10][C@H:11]2[CH2:21][CH2:22][CH2:23][CH2:24][CH2:25][N:29]([CH3:28])[CH2:30][CH:31]=[C:32]([F:43])[C:33]([F:41])([F:42])[C:34]([F:39])([F:40])[C:35]([F:36])([F:37])[F:38], predict the reactants needed to synthesize it. The reactants are: [F:1][C@H:2]1[CH2:19][C@@:17]2([CH3:18])[C@@H:13]([CH2:14][CH2:15][C:16]2=[O:20])[C@H:12]2[C@H:3]1[C:4]1[CH:5]=[CH:6][C:7]([OH:27])=[CH:8][C:9]=1[CH2:10][C@H:11]2[CH2:21][CH2:22][CH2:23][CH2:24][CH2:25]I.[CH3:28][NH:29][CH2:30][CH:31]=[C:32]([F:43])[C:33]([F:42])([F:41])[C:34]([F:40])([F:39])[C:35]([F:38])([F:37])[F:36]. (2) Given the product [C:1]1([S:7]([N:10]2[C:18]3[C:13](=[CH:14][C:15]([CH2:19][O:20][Si:33]([CH:40]([CH3:42])[CH3:41])([CH:37]([CH3:39])[CH3:38])[CH:34]([CH3:36])[CH3:35])=[CH:16][CH:17]=3)[CH:12]=[C:11]2[C:21]2[CH:22]=[CH:23][CH:24]=[CH:25][CH:26]=2)(=[O:8])=[O:9])[CH:6]=[CH:5][CH:4]=[CH:3][CH:2]=1, predict the reactants needed to synthesize it. The reactants are: [C:1]1([S:7]([N:10]2[C:18]3[C:13](=[CH:14][C:15]([CH2:19][OH:20])=[CH:16][CH:17]=3)[CH:12]=[C:11]2[C:21]2[CH:26]=[CH:25][CH:24]=[CH:23][CH:22]=2)(=[O:9])=[O:8])[CH:6]=[CH:5][CH:4]=[CH:3][CH:2]=1.N1C=CN=C1.Cl[Si:33]([CH:40]([CH3:42])[CH3:41])([CH:37]([CH3:39])[CH3:38])[CH:34]([CH3:36])[CH3:35].O. (3) Given the product [CH3:15][O:14][C:12]([C:10]1[C:9]([C:16]([OH:18])=[O:17])=[N:8][N:7]([C:1]2[CH:6]=[CH:5][CH:4]=[CH:3][CH:2]=2)[N:11]=1)=[O:13], predict the reactants needed to synthesize it. The reactants are: [C:1]1([N:7]2[N:11]=[C:10]([C:12]([O:14][CH3:15])=[O:13])[C:9]([C:16]([O:18]C)=[O:17])=[N:8]2)[CH:6]=[CH:5][CH:4]=[CH:3][CH:2]=1.[OH-].[K+]. (4) Given the product [Br:1][C:2]1[CH:7]=[CH:6][CH:5]=[CH:4][C:3]=1[CH2:8][C:9]1[S:56][C:12]([C:14]2[CH:45]=[C:17]3[N:18]=[C:19]([CH3:44])[C:20]([C@H:33]([O:39][C:40]([CH3:43])([CH3:42])[CH3:41])[C:34]([O:36][CH2:37][CH3:38])=[O:35])=[C:21]([N:22]4[CH2:27][CH2:26][C:25](/[CH:29]=[CH:30]/[CH:31]=[CH2:32])([CH3:28])[CH2:24][CH2:23]4)[N:16]3[N:15]=2)=[N:11][CH:10]=1, predict the reactants needed to synthesize it. The reactants are: [Br:1][C:2]1[CH:7]=[CH:6][CH:5]=[CH:4][C:3]=1[CH2:8][C:9](=O)[CH2:10][NH:11][C:12]([C:14]1[CH:45]=[C:17]2[N:18]=[C:19]([CH3:44])[C:20]([C@H:33]([O:39][C:40]([CH3:43])([CH3:42])[CH3:41])[C:34]([O:36][CH2:37][CH3:38])=[O:35])=[C:21]([N:22]3[CH2:27][CH2:26][C:25](/[CH:29]=[CH:30]/[CH:31]=[CH2:32])([CH3:28])[CH2:24][CH2:23]3)[N:16]2[N:15]=1)=O.COC1C=CC(P2(SP(C3C=CC(OC)=CC=3)(=S)S2)=[S:56])=CC=1. (5) Given the product [CH3:6][N:7]1[C:11]([C:12]([NH:13][C:14]2[CH:15]=[CH:16][C:17]3[N:18]([N:20]=[C:21]([C:23]4[CH:24]=[N:25][CH:26]=[CH:27][CH:28]=4)[N:22]=3)[CH:19]=2)=[O:29])=[C:10]([C:30]([N:1]2[CH2:5][CH2:4][CH2:3][CH2:2]2)=[O:31])[CH:9]=[N:8]1, predict the reactants needed to synthesize it. The reactants are: [NH:1]1[CH2:5][CH2:4][CH2:3][CH2:2]1.[CH3:6][N:7]1[C:11]([C:12](=[O:29])[NH:13][C:14]2[CH:15]=[CH:16][C:17]3[N:18]([N:20]=[C:21]([C:23]4[CH:24]=[N:25][CH:26]=[CH:27][CH:28]=4)[N:22]=3)[CH:19]=2)=[C:10]([C:30](O)=[O:31])[CH:9]=[N:8]1.